Regression. Given a peptide amino acid sequence and an MHC pseudo amino acid sequence, predict their binding affinity value. This is MHC class I binding data. From a dataset of Peptide-MHC class I binding affinity with 185,985 pairs from IEDB/IMGT. (1) The peptide sequence is AHIDNYNKF. The MHC is HLA-A23:01 with pseudo-sequence HLA-A23:01. The binding affinity (normalized) is 0.407. (2) The binding affinity (normalized) is 0.392. The peptide sequence is EEELRKRLRLI. The MHC is Mamu-A11 with pseudo-sequence Mamu-A11. (3) The peptide sequence is SEVAVLYQDV. The MHC is HLA-B18:01 with pseudo-sequence HLA-B18:01. The binding affinity (normalized) is 0.257. (4) The peptide sequence is AVEGGLYPV. The MHC is HLA-A29:02 with pseudo-sequence HLA-A29:02. The binding affinity (normalized) is 0.213. (5) The peptide sequence is KQRGGKPP. The MHC is HLA-B27:05 with pseudo-sequence HLA-B27:05. The binding affinity (normalized) is 0. (6) The peptide sequence is CSSISIKLT. The MHC is HLA-A02:01 with pseudo-sequence HLA-A02:01. The binding affinity (normalized) is 0.